From a dataset of Catalyst prediction with 721,799 reactions and 888 catalyst types from USPTO. Predict which catalyst facilitates the given reaction. (1) Reactant: [CH3:1][O:2][C:3](=[O:30])[C@@H:4]([CH3:29])[CH2:5][C@H:6]([NH:21]C(OC(C)(C)C)=O)[C:7](=[O:20])[NH:8][C:9]([CH3:19])([CH3:18])[CH2:10][C:11]1[CH:16]=[CH:15][C:14]([F:17])=[CH:13][CH:12]=1.[F:31][C:32]([F:37])([F:36])[C:33]([OH:35])=[O:34]. Product: [OH:35][C:33]([C:32]([F:37])([F:36])[F:31])=[O:34].[CH3:1][O:2][C:3](=[O:30])[C@@H:4]([CH3:29])[CH2:5][C@H:6]([NH2:21])[C:7](=[O:20])[NH:8][C:9]([CH3:18])([CH3:19])[CH2:10][C:11]1[CH:12]=[CH:13][C:14]([F:17])=[CH:15][CH:16]=1. The catalyst class is: 2. (2) Product: [Cl:1][C:2]1[CH:3]=[CH:4][C:5]([N+:20]([O-:22])=[O:21])=[C:6]([N:8]2[C:13]([C:15]([O:17][CH2:18][CH3:19])=[O:16])=[N:12][C:10]([CH3:11])=[N:9]2)[CH:7]=1. The catalyst class is: 2. Reactant: [Cl:1][C:2]1[CH:3]=[CH:4][C:5]([N+:20]([O-:22])=[O:21])=[C:6]([NH:8]/[N:9]=[C:10](\[NH:12][C:13]([C:15]([O:17][CH2:18][CH3:19])=[O:16])=O)/[CH3:11])[CH:7]=1. (3) The catalyst class is: 7. Reactant: [CH2:1]([O:5][C:6]1[CH:10]=[C:9]([CH2:11][CH2:12][CH2:13][C:14]([OH:16])=O)[N:8]([CH2:17][C:18]2[CH:23]=[CH:22][C:21]([Cl:24])=[CH:20][C:19]=2[Cl:25])[N:7]=1)[CH2:2][CH2:3][CH3:4].[CH2:26]([S:31]([NH2:34])(=[O:33])=[O:32])[CH2:27][CH2:28][CH2:29][CH3:30].N12CCCN=C1CCCCC2. Product: [CH2:1]([O:5][C:6]1[CH:10]=[C:9]([CH2:11][CH2:12][CH2:13][C:14]([NH:34][S:31]([CH2:26][CH2:27][CH2:28][CH2:29][CH3:30])(=[O:33])=[O:32])=[O:16])[N:8]([CH2:17][C:18]2[CH:23]=[CH:22][C:21]([Cl:24])=[CH:20][C:19]=2[Cl:25])[N:7]=1)[CH2:2][CH2:3][CH3:4]. (4) Reactant: CC(C)([O-])C.[K+].[Cl:7][C:8]1[CH:9]=[N:10][CH:11]=[C:12]([OH:14])[CH:13]=1.[CH2:15]([NH:17][C:18](=[O:29])[C:19]1[CH:24]=[C:23]([N+:25]([O-:27])=[O:26])[CH:22]=[CH:21][C:20]=1Cl)[CH3:16].O. Product: [CH2:15]([NH:17][C:18](=[O:29])[C:19]1[CH:24]=[C:23]([N+:25]([O-:27])=[O:26])[CH:22]=[CH:21][C:20]=1[O:14][C:12]1[CH:13]=[C:8]([Cl:7])[CH:9]=[N:10][CH:11]=1)[CH3:16]. The catalyst class is: 28. (5) Reactant: [C:1]([CH:5]1[CH2:14][CH2:13][C:12]2[N:11]=[C:10]3[S:15][C:16]([S:26]([CH3:29])(=[O:28])=[O:27])=[C:17](OS(C(F)(F)F)(=O)=O)[C:9]3=[CH:8][C:7]=2[CH2:6]1)([CH3:4])([CH3:3])[CH3:2].[Li+].[Cl-].CCCC[SnH](CCCC)CCCC. Product: [C:1]([CH:5]1[CH2:14][CH2:13][C:12]2[N:11]=[C:10]3[S:15][C:16]([S:26]([CH3:29])(=[O:28])=[O:27])=[CH:17][C:9]3=[CH:8][C:7]=2[CH2:6]1)([CH3:4])([CH3:2])[CH3:3]. The catalyst class is: 176. (6) Reactant: C([NH:9][C:10]([NH:12][C:13]1[C:18]([S:19][C:20]2[CH:25]=[CH:24][CH:23]=[CH:22][CH:21]=2)=[CH:17][C:16]([Br:26])=[CH:15][N:14]=1)=[S:11])(=O)C1C=CC=CC=1.CO.[OH-].[Na+]. Product: [Br:26][C:16]1[CH:17]=[C:18]([S:19][C:20]2[CH:21]=[CH:22][CH:23]=[CH:24][CH:25]=2)[C:13]([NH:12][C:10]([NH2:9])=[S:11])=[N:14][CH:15]=1. The catalyst class is: 6. (7) Reactant: [O:1]=[C:2]1[C:10]2[C:5](=[CH:6][CH:7]=[CH:8][CH:9]=2)[C:4](=[O:11])[N:3]1[CH2:12][CH2:13][CH2:14][C@H:15]1[C:19](=O)[O:18][CH2:17][N:16]1[C:21]([O:23][CH2:24][C:25]1[CH:30]=[CH:29][CH:28]=[CH:27][CH:26]=1)=[O:22].[SiH](CC)(CC)CC.ClC(OC(C)(C)C)=O.Cl. Product: [O:11]=[C:4]1[C:5]2[C:10](=[CH:9][CH:8]=[CH:7][CH:6]=2)[C:2](=[O:1])[N:3]1[CH2:12][CH2:13][CH2:14][C@H:15]([N:16]([CH3:17])[C:21](=[O:22])[O:23][CH2:24][C:25]1[CH:26]=[CH:27][CH:28]=[CH:29][CH:30]=1)[CH2:19][OH:18]. The catalyst class is: 168. (8) Reactant: [NH2:1][C:2]1[CH:3]=[CH:4][C:5]([C:8]([O:10][CH3:11])=[O:9])=[N:6][CH:7]=1.II.[I:14]([O-])(=O)(=O)=O.[Na+].S([O-])([O-])=O.[Na+].[Na+]. Product: [NH2:1][C:2]1[CH:3]=[CH:4][C:5]([C:8]([O:10][CH3:11])=[O:9])=[N:6][C:7]=1[I:14]. The catalyst class is: 9. (9) Reactant: Cl[C:2]1[N:7]=[C:6]([Cl:8])[CH:5]=[CH:4][N:3]=1.[C:9]([N:16]1[CH2:21][CH2:20][NH:19][CH2:18][CH2:17]1)([O:11][C:12]([CH3:15])([CH3:14])[CH3:13])=[O:10].C([O-])(O)=O.[Na+]. Product: [Cl:8][C:6]1[CH:5]=[CH:4][N:3]=[C:2]([N:19]2[CH2:18][CH2:17][N:16]([C:9]([O:11][C:12]([CH3:15])([CH3:14])[CH3:13])=[O:10])[CH2:21][CH2:20]2)[N:7]=1. The catalyst class is: 14.